From a dataset of Forward reaction prediction with 1.9M reactions from USPTO patents (1976-2016). Predict the product of the given reaction. (1) The product is: [CH2:1]([O:3][C:4]([C:6]1[N:7]([C:17]2[CH:22]=[CH:21][C:20]([O:23][CH:24]3[CH2:28][CH2:27][CH2:26][CH2:25]3)=[CH:19][CH:18]=2)[C:8]2[C:13]([C:14]=1[Cl:15])=[CH:12][C:11]([C:31]#[C:32][C:33]1[CH:38]=[CH:37][CH:36]=[CH:35][CH:34]=1)=[CH:10][CH:9]=2)=[O:5])[CH3:2]. Given the reactants [CH2:1]([O:3][C:4]([C:6]1[N:7]([C:17]2[CH:22]=[CH:21][C:20]([O:23][CH:24]3[CH2:28][CH2:27][CH2:26][CH2:25]3)=[CH:19][CH:18]=2)[C:8]2[C:13]([C:14]=1[Cl:15])=[CH:12][C:11](Br)=[CH:10][CH:9]=2)=[O:5])[CH3:2].C[Sn](C)(C)[C:31]#[C:32][C:33]1[CH:38]=[CH:37][CH:36]=[CH:35][CH:34]=1, predict the reaction product. (2) Given the reactants [CH2:1]([O:3][C:4](=[O:17])[C:5]([O:8][C:9]1[CH:14]=[CH:13][CH:12]=[C:11]([CH2:15][NH2:16])[CH:10]=1)([CH3:7])[CH3:6])[CH3:2].[CH:18]1([C:21]2[C:26]([C:27](O)=[O:28])=[CH:25][N:24]=[C:23]([C:30]3[CH:35]=[CH:34][C:33]([C:36]([F:39])([F:38])[F:37])=[CH:32][CH:31]=3)[N:22]=2)[CH2:20][CH2:19]1, predict the reaction product. The product is: [CH2:1]([O:3][C:4](=[O:17])[C:5]([O:8][C:9]1[CH:14]=[CH:13][CH:12]=[C:11]([CH2:15][NH:16][C:27]([C:26]2[C:21]([CH:18]3[CH2:20][CH2:19]3)=[N:22][C:23]([C:30]3[CH:31]=[CH:32][C:33]([C:36]([F:38])([F:39])[F:37])=[CH:34][CH:35]=3)=[N:24][CH:25]=2)=[O:28])[CH:10]=1)([CH3:7])[CH3:6])[CH3:2]. (3) Given the reactants Br[C:2]1[CH:3]=[C:4]([C:22]([OH:31])([C:27]([F:30])([F:29])[F:28])[C:23]([F:26])([F:25])[F:24])[CH:5]=[CH:6][C:7]=1[N:8]1[CH2:13][CH2:12][N:11]([S:14]([C:17]2[S:18][CH:19]=[CH:20][CH:21]=2)(=[O:16])=[O:15])[CH2:10][CH2:9]1.[C:32]([O:36][C:37]([NH:39][CH2:40][C:41]#[CH:42])=[O:38])([CH3:35])([CH3:34])[CH3:33], predict the reaction product. The product is: [S:18]1[CH:19]=[CH:20][CH:21]=[C:17]1[S:14]([N:11]1[CH2:12][CH2:13][N:8]([C:7]2[CH:6]=[CH:5][C:4]([C:22]([OH:31])([C:27]([F:30])([F:29])[F:28])[C:23]([F:26])([F:25])[F:24])=[CH:3][C:2]=2[C:42]#[C:41][CH2:40][NH:39][C:37](=[O:38])[O:36][C:32]([CH3:34])([CH3:33])[CH3:35])[CH2:9][CH2:10]1)(=[O:16])=[O:15]. (4) Given the reactants [ClH:1].[F:2][C:3]1[CH:4]=[C:5]([CH:26]=[C:27]([F:29])[CH:28]=1)[CH2:6][C@H:7]([NH:22][C:23](=[O:25])[CH3:24])[C@H:8]([OH:21])[C@H:9]1[CH2:14][CH2:13][C@@H:12]([O:15][CH2:16][CH2:17][CH2:18][CH:19]=[CH2:20])[CH2:11][NH:10]1.[H][H], predict the reaction product. The product is: [ClH:1].[F:29][C:27]1[CH:26]=[C:5]([CH:4]=[C:3]([F:2])[CH:28]=1)[CH2:6][C@H:7]([NH:22][C:23](=[O:25])[CH3:24])[C@H:8]([OH:21])[C@H:9]1[CH2:14][CH2:13][C@@H:12]([O:15][CH2:16][CH2:17][CH2:18][CH2:19][CH3:20])[CH2:11][NH:10]1.